This data is from NCI-60 drug combinations with 297,098 pairs across 59 cell lines. The task is: Regression. Given two drug SMILES strings and cell line genomic features, predict the synergy score measuring deviation from expected non-interaction effect. (1) Drug 1: CNC(=O)C1=CC=CC=C1SC2=CC3=C(C=C2)C(=NN3)C=CC4=CC=CC=N4. Drug 2: C1=CC(=CC=C1CC(C(=O)O)N)N(CCCl)CCCl.Cl. Cell line: CCRF-CEM. Synergy scores: CSS=46.2, Synergy_ZIP=-0.726, Synergy_Bliss=-0.956, Synergy_Loewe=-10.5, Synergy_HSA=-1.67. (2) Drug 1: CC1=C(C=C(C=C1)C(=O)NC2=CC(=CC(=C2)C(F)(F)F)N3C=C(N=C3)C)NC4=NC=CC(=N4)C5=CN=CC=C5. Drug 2: COC1=C2C(=CC3=C1OC=C3)C=CC(=O)O2. Cell line: SK-MEL-28. Synergy scores: CSS=-5.05, Synergy_ZIP=2.31, Synergy_Bliss=3.08, Synergy_Loewe=-1.94, Synergy_HSA=-1.67. (3) Drug 1: CC1=C2C(C(=O)C3(C(CC4C(C3C(C(C2(C)C)(CC1OC(=O)C(C(C5=CC=CC=C5)NC(=O)C6=CC=CC=C6)O)O)OC(=O)C7=CC=CC=C7)(CO4)OC(=O)C)O)C)OC(=O)C. Drug 2: CCN(CC)CCCC(C)NC1=C2C=C(C=CC2=NC3=C1C=CC(=C3)Cl)OC. Cell line: OVCAR-4. Synergy scores: CSS=15.2, Synergy_ZIP=-1.43, Synergy_Bliss=2.43, Synergy_Loewe=2.05, Synergy_HSA=1.97.